From a dataset of Full USPTO retrosynthesis dataset with 1.9M reactions from patents (1976-2016). Predict the reactants needed to synthesize the given product. (1) Given the product [O:1]1[CH2:6][CH2:5][CH:4]([C:7]([O:9][NH:28][C:21]([O:23][C:24]([CH3:27])([CH3:26])[CH3:25])=[O:22])=[O:8])[CH2:3][CH2:2]1, predict the reactants needed to synthesize it. The reactants are: [O:1]1[CH2:6][CH2:5][CH:4]([C:7]([OH:9])=[O:8])[CH2:3][CH2:2]1.CCN=C=NCCCN(C)C.[C:21]([NH:28]O)([O:23][C:24]([CH3:27])([CH3:26])[CH3:25])=[O:22]. (2) Given the product [C:22]([NH:21][CH2:20][C@@H:18]1[O:17][C:16](=[O:25])[N:15]([C:12]2[CH:13]=[CH:14][C:9]([C:5]3[CH:6]=[CH:7][CH:8]=[C:3]([CH2:2][NH:1][CH2:37][C:38]([NH2:40])=[O:39])[CH:4]=3)=[C:10]([F:26])[CH:11]=2)[CH2:19]1)(=[O:24])[CH3:23], predict the reactants needed to synthesize it. The reactants are: [NH2:1][CH2:2][C:3]1[CH:4]=[C:5]([C:9]2[CH:14]=[CH:13][C:12]([N:15]3[CH2:19][C@H:18]([CH2:20][NH:21][C:22](=[O:24])[CH3:23])[O:17][C:16]3=[O:25])=[CH:11][C:10]=2[F:26])[CH:6]=[CH:7][CH:8]=1.CCN(C(C)C)C(C)C.Br[CH2:37][C:38]([NH2:40])=[O:39]. (3) Given the product [F:41][C:42]1([F:47])[CH2:45][CH:44]([NH:46][C:5]([N:25]2[C@@H:26]3[CH2:30][N:29]([CH2:28][CH2:27]3)[C:23]3[CH:22]=[CH:21][C:20]([C:17]4[CH:18]=[N:19][C:14]([CH3:13])=[CH:15][CH:16]=4)=[N:31][C:24]2=3)=[O:11])[CH2:43]1, predict the reactants needed to synthesize it. The reactants are: ClC(Cl)(O[C:5](=[O:11])OC(Cl)(Cl)Cl)Cl.[CH3:13][C:14]1[N:19]=[CH:18][C:17]([C:20]2[CH:21]=[CH:22][C:23]3[N:29]4[CH2:30][C@H:26]([CH2:27][CH2:28]4)[NH:25][C:24]=3[N:31]=2)=[CH:16][CH:15]=1.CCN(C(C)C)C(C)C.[F:41][C:42]1([F:47])[CH2:45][CH:44]([NH2:46])[CH2:43]1. (4) Given the product [C:1]([C:3]1[CH:8]=[CH:7][C:6]([N:9]2[C@@H:13]3[CH2:14][CH2:15][C:16](=[O:17])[CH2:21][C@H:12]3[N:11]([C:22]3[CH:31]=[CH:30][C:25]([C:26]([NH:28][CH3:29])=[O:27])=[C:24]([F:32])[CH:23]=3)[C:10]2=[O:33])=[CH:5][C:4]=1[C:34]([F:37])([F:36])[F:35])#[N:2], predict the reactants needed to synthesize it. The reactants are: [C:1]([C:3]1[CH:8]=[CH:7][C:6]([N:9]2[C@@H:13]3[CH2:14][CH2:15][C:16]4([CH2:21][C@H:12]3[N:11]([C:22]3[CH:31]=[CH:30][C:25]([C:26]([NH:28][CH3:29])=[O:27])=[C:24]([F:32])[CH:23]=3)[C:10]2=[O:33])OCC[O:17]4)=[CH:5][C:4]=1[C:34]([F:37])([F:36])[F:35])#[N:2].Cl. (5) Given the product [Br:28][C:29]1[CH:30]=[C:31]2[C:36](=[CH:37][CH:38]=1)[N:35]=[C:34]([N:39]1[CH2:40][CH2:41][N:42]([CH2:12][C@@H:13]3[O:27][C:17]4=[C:18]5[C:23](=[CH:24][CH:25]=[C:16]4[O:15][CH2:14]3)[N:22]=[C:21]([CH3:26])[CH:20]=[CH:19]5)[CH2:43][CH2:44]1)[CH:33]=[CH:32]2, predict the reactants needed to synthesize it. The reactants are: BrC1C=CC(S(O[CH2:12][C@@H:13]2[O:27][C:17]3=[C:18]4[C:23](=[CH:24][CH:25]=[C:16]3[O:15][CH2:14]2)[N:22]=[C:21]([CH3:26])[CH:20]=[CH:19]4)(=O)=O)=CC=1.[Br:28][C:29]1[CH:30]=[C:31]2[C:36](=[CH:37][CH:38]=1)[N:35]=[C:34]([N:39]1[CH2:44][CH2:43][NH:42][CH2:41][CH2:40]1)[CH:33]=[CH:32]2.C(=O)(O)[O-].[Na+].